This data is from Catalyst prediction with 721,799 reactions and 888 catalyst types from USPTO. The task is: Predict which catalyst facilitates the given reaction. (1) Reactant: [NH:1]([C:3]([C@H:5]([CH2:11][CH2:12][CH2:13][CH2:14][CH3:15])[CH2:6][N:7]([OH:10])[CH:8]=[O:9])=[O:4])[NH2:2].[CH:16](=O)[C:17]1[CH:22]=[CH:21][CH:20]=[CH:19][CH:18]=1.CN(C1C=CC(N=NC2C=CC(S(O)(=O)=O)=CC=2)=CC=1)C.Cl.C([BH3-])#N.[Na+].C(=O)(O)[O-].[Na+]. Product: [CH2:16]([NH:2][NH:1][C:3]([C@H:5]([CH2:11][CH2:12][CH2:13][CH2:14][CH3:15])[CH2:6][N:7]([OH:10])[CH:8]=[O:9])=[O:4])[C:17]1[CH:22]=[CH:21][CH:20]=[CH:19][CH:18]=1. The catalyst class is: 5. (2) Reactant: [CH2:1]([N:8]1[CH2:13][CH2:12][N:11]([C:14]2[CH:19]=[CH:18][CH:17]=[CH:16][C:15]=2[CH2:20][OH:21])[CH2:10][CH2:9]1)[C:2]1[CH:7]=[CH:6][CH:5]=[CH:4][CH:3]=1.[H-].[Na+].[CH3:24]I.O. Product: [CH2:1]([N:8]1[CH2:9][CH2:10][N:11]([C:14]2[CH:19]=[CH:18][CH:17]=[CH:16][C:15]=2[CH2:20][O:21][CH3:24])[CH2:12][CH2:13]1)[C:2]1[CH:3]=[CH:4][CH:5]=[CH:6][CH:7]=1. The catalyst class is: 1.